This data is from Forward reaction prediction with 1.9M reactions from USPTO patents (1976-2016). The task is: Predict the product of the given reaction. Given the reactants [CH:1]1([CH2:4][N:5]2[CH:9]=[C:8]([NH:10][C:11]([C:13]3[CH:14]=[C:15]([C@@H:19]4[CH2:21][C@H:20]4[NH:22]C(=O)OC(C)(C)C)[CH:16]=[CH:17][CH:18]=3)=[O:12])[CH:7]=[N:6]2)[CH2:3][CH2:2]1.[ClH:30].C(OCC)(=O)C, predict the reaction product. The product is: [ClH:30].[ClH:30].[NH2:22][C@@H:20]1[CH2:21][C@H:19]1[C:15]1[CH:14]=[C:13]([CH:18]=[CH:17][CH:16]=1)[C:11]([NH:10][C:8]1[CH:7]=[N:6][N:5]([CH2:4][CH:1]2[CH2:2][CH2:3]2)[CH:9]=1)=[O:12].